This data is from Full USPTO retrosynthesis dataset with 1.9M reactions from patents (1976-2016). The task is: Predict the reactants needed to synthesize the given product. (1) Given the product [N+:8]([C:7]1[C:2]([N:11]2[CH2:16][CH2:15][CH:14]([C:17]([O:19][CH3:20])=[O:18])[CH2:13][CH2:12]2)=[N:3][CH:4]=[CH:5][CH:6]=1)([O-:10])=[O:9], predict the reactants needed to synthesize it. The reactants are: Cl[C:2]1[C:7]([N+:8]([O-:10])=[O:9])=[CH:6][CH:5]=[CH:4][N:3]=1.[NH:11]1[CH2:16][CH2:15][CH:14]([C:17]([O:19][CH3:20])=[O:18])[CH2:13][CH2:12]1.CCN(C(C)C)C(C)C. (2) Given the product [C:38]([C@@H:1]([C@H:48]([C:46]([OH:52])=[O:47])[OH:32])[OH:5])([OH:40])=[O:41].[C:43]([NH:45][C:38](=[O:41])[O:39][CH:17]([N:15]1[CH2:14][CH:13]([O:12][C:9]2[CH:8]=[CH:7][C:6](=[O:5])[NH:11][CH:10]=2)[CH2:16]1)[C:18]1[CH:19]=[CH:20][CH:21]=[CH:22][CH:26]=1)(=[NH:42])[NH2:44], predict the reactants needed to synthesize it. The reactants are: [C:1]([O:5][C:6]1[N:11]=[CH:10][C:9]([O:12][CH:13]2[CH2:16][N:15]([C:17]3[C:18](F)=[C:19](CO)[CH:20]=[CH:21][CH:22]=3)[CH2:14]2)=[CH:8][CH:7]=1)(C)(C)C.[CH:26]1N=CN(C(N2C=NC=C2)=[O:32])C=1.[C:38](=[O:41])([OH:40])[OH:39].[NH2:42][C:43]([NH2:45])=[NH:44].[C:46]([OH:52])([C:48](F)(F)F)=[O:47].